Binary Classification. Given a T-cell receptor sequence (or CDR3 region) and an epitope sequence, predict whether binding occurs between them. From a dataset of TCR-epitope binding with 47,182 pairs between 192 epitopes and 23,139 TCRs. (1) The epitope is ELAGIGILTV. The TCR CDR3 sequence is CASTRQGLGQPQHF. Result: 1 (the TCR binds to the epitope). (2) The epitope is LLMPILTLT. The TCR CDR3 sequence is CSVGRYNTEAFF. Result: 1 (the TCR binds to the epitope).